Dataset: Catalyst prediction with 721,799 reactions and 888 catalyst types from USPTO. Task: Predict which catalyst facilitates the given reaction. Reactant: [C:1]([O:4][CH2:5][C:6]([NH:28][C:29](=[O:31])[CH3:30])([CH2:23][O:24][C:25](=[O:27])[CH3:26])[CH2:7][CH2:8][C:9]1[CH:14]=[CH:13][C:12]([C:15]2[CH:20]=[CH:19][C:18]([OH:21])=[CH:17][C:16]=2[F:22])=[CH:11][CH:10]=1)(=[O:3])[CH3:2].[CH3:32][C:33]1[CH:38]=[CH:37][C:36](B(O)O)=[CH:35][CH:34]=1.N1C=CC=CC=1.C(O)(=O)CC(CC(O)=O)(C(O)=O)O. Product: [C:25]([O:24][CH2:23][C:6]([NH:28][C:29](=[O:31])[CH3:30])([CH2:5][O:4][C:1](=[O:3])[CH3:2])[CH2:7][CH2:8][C:9]1[CH:14]=[CH:13][C:12]([C:15]2[CH:20]=[CH:19][C:18]([O:21][C:36]3[CH:37]=[CH:38][C:33]([CH3:32])=[CH:34][CH:35]=3)=[CH:17][C:16]=2[F:22])=[CH:11][CH:10]=1)(=[O:27])[CH3:26]. The catalyst class is: 302.